From a dataset of NCI-60 drug combinations with 297,098 pairs across 59 cell lines. Regression. Given two drug SMILES strings and cell line genomic features, predict the synergy score measuring deviation from expected non-interaction effect. Drug 1: C1CC(C1)(C(=O)O)C(=O)O.[NH2-].[NH2-].[Pt+2]. Drug 2: C(=O)(N)NO. Cell line: DU-145. Synergy scores: CSS=3.62, Synergy_ZIP=-4.40, Synergy_Bliss=1.89, Synergy_Loewe=-7.42, Synergy_HSA=-2.82.